From a dataset of NCI-60 drug combinations with 297,098 pairs across 59 cell lines. Regression. Given two drug SMILES strings and cell line genomic features, predict the synergy score measuring deviation from expected non-interaction effect. (1) Drug 1: CC=C1C(=O)NC(C(=O)OC2CC(=O)NC(C(=O)NC(CSSCCC=C2)C(=O)N1)C(C)C)C(C)C. Drug 2: CNC(=O)C1=NC=CC(=C1)OC2=CC=C(C=C2)NC(=O)NC3=CC(=C(C=C3)Cl)C(F)(F)F. Cell line: SW-620. Synergy scores: CSS=14.3, Synergy_ZIP=-3.44, Synergy_Bliss=-1.26, Synergy_Loewe=-28.3, Synergy_HSA=-7.19. (2) Drug 1: COC1=CC(=CC(=C1O)OC)C2C3C(COC3=O)C(C4=CC5=C(C=C24)OCO5)OC6C(C(C7C(O6)COC(O7)C8=CC=CS8)O)O. Drug 2: CC(C1=C(C=CC(=C1Cl)F)Cl)OC2=C(N=CC(=C2)C3=CN(N=C3)C4CCNCC4)N. Cell line: BT-549. Synergy scores: CSS=7.68, Synergy_ZIP=-2.43, Synergy_Bliss=-6.21, Synergy_Loewe=-24.1, Synergy_HSA=-9.29. (3) Drug 1: C1=C(C(=O)NC(=O)N1)N(CCCl)CCCl. Drug 2: C(CN)CNCCSP(=O)(O)O. Cell line: HCC-2998. Synergy scores: CSS=7.09, Synergy_ZIP=-4.02, Synergy_Bliss=-1.46, Synergy_Loewe=-10.1, Synergy_HSA=-2.38.